Dataset: Full USPTO retrosynthesis dataset with 1.9M reactions from patents (1976-2016). Task: Predict the reactants needed to synthesize the given product. (1) Given the product [CH3:1][O:2][C:3](=[O:20])[C@@H:4]1[CH2:8][C@H:7]([N:21]=[N+:22]=[N-:23])[CH2:6][N:5]1[C:13]([O:15][C:16]([CH3:19])([CH3:18])[CH3:17])=[O:14], predict the reactants needed to synthesize it. The reactants are: [CH3:1][O:2][C:3](=[O:20])[C@@H:4]1[CH2:8][C@@H:7](S(C)(=O)=O)[CH2:6][N:5]1[C:13]([O:15][C:16]([CH3:19])([CH3:18])[CH3:17])=[O:14].[N-:21]=[N+:22]=[N-:23].[Na+]. (2) Given the product [F:1][C:2]1[CH:3]=[C:4]([NH:5][C:15]([NH2:14])=[O:16])[CH:6]=[C:7]([F:9])[CH:8]=1, predict the reactants needed to synthesize it. The reactants are: [F:1][C:2]1[CH:3]=[C:4]([CH:6]=[C:7]([F:9])[CH:8]=1)[NH2:5].C[Si]([N:14]=[C:15]=[O:16])(C)C. (3) Given the product [Cl:2][C:3]1[N:4]=[C:5]([C:10]([NH:12][C@H:13]2[CH2:18][CH2:17][N:16]([C:22]3[CH:27]=[C:26]([C:28]([O:30][CH2:31][CH3:32])=[O:29])[CH:25]=[CH:24][N:23]=3)[CH2:15][C@H:14]2[O:19][CH3:20])=[O:11])[NH:6][C:7]=1[CH2:8][CH3:9], predict the reactants needed to synthesize it. The reactants are: Cl.[Cl:2][C:3]1[N:4]=[C:5]([C:10]([NH:12][C@H:13]2[CH2:18][CH2:17][NH:16][CH2:15][C@H:14]2[O:19][CH3:20])=[O:11])[NH:6][C:7]=1[CH2:8][CH3:9].F[C:22]1[CH:27]=[C:26]([C:28]([O:30][CH2:31][CH3:32])=[O:29])[CH:25]=[CH:24][N:23]=1.C(N(C(C)C)CC)(C)C. (4) The reactants are: [OH:1][CH:2]([C:16]1[S:17][CH:18]=[C:19]([C:22]([O:24][CH3:25])=[O:23])[C:20]=1[CH3:21])[CH:3]1[CH2:8][CH2:7][N:6]([C:9]([O:11][C:12]([CH3:15])([CH3:14])[CH3:13])=[O:10])[CH2:5][CH2:4]1.N1C=CC=CC=1.CC(OI1(OC(C)=O)(OC(C)=O)OC(=O)C2C=CC=CC1=2)=O.O.O.O.O.O.S([O-])([O-])(=O)=S.[Na+].[Na+].C([O-])(O)=O.[Na+]. Given the product [CH3:25][O:24][C:22]([C:19]1[C:20]([CH3:21])=[C:16]([C:2]([CH:3]2[CH2:8][CH2:7][N:6]([C:9]([O:11][C:12]([CH3:14])([CH3:13])[CH3:15])=[O:10])[CH2:5][CH2:4]2)=[O:1])[S:17][CH:18]=1)=[O:23], predict the reactants needed to synthesize it. (5) Given the product [C:1]([C:3]1[C:7]([CH3:8])=[C:6]([CH2:9][C:10]2[CH:15]=[CH:14][CH:13]=[CH:12][C:11]=2[S:16]([N:19]2[CH2:20][CH2:21][CH2:22][CH2:23]2)(=[O:18])=[O:17])[N:5]([CH2:24][C:25]([OH:27])=[O:26])[C:4]=1[CH3:30])#[N:2], predict the reactants needed to synthesize it. The reactants are: [C:1]([C:3]1[C:7]([CH3:8])=[C:6]([CH2:9][C:10]2[CH:15]=[CH:14][CH:13]=[CH:12][C:11]=2[S:16]([N:19]2[CH2:23][CH2:22][CH2:21][CH2:20]2)(=[O:18])=[O:17])[N:5]([CH2:24][C:25]([O:27]CC)=[O:26])[C:4]=1[CH3:30])#[N:2].O.[OH-].[Li+].Cl. (6) Given the product [C:1]1([C@H:7]([NH:9][C@@:10]2([C:22]([O:24][CH2:25][CH3:26])=[O:23])[CH2:15][C@@H:14]([F:37])[CH:13]3[CH:11]2[C@H:12]3[C:17]([O:19][CH2:20][CH3:21])=[O:18])[CH3:8])[CH:6]=[CH:5][CH:4]=[CH:3][CH:2]=1, predict the reactants needed to synthesize it. The reactants are: [C:1]1([C@H:7]([NH:9][C@@:10]2([C:22]([O:24][CH2:25][CH3:26])=[O:23])[CH2:15][C@H:14](O)[CH:13]3[CH:11]2[C@H:12]3[C:17]([O:19][CH2:20][CH3:21])=[O:18])[CH3:8])[CH:6]=[CH:5][CH:4]=[CH:3][CH:2]=1.COCCN(S(F)(F)[F:37])CCOC.C([O-])([O-])=O.[Na+].[Na+]. (7) Given the product [B-:7]([F:10])([F:9])([F:8])[F:6].[CH3:4][C:3]#[N:5].[CH3:4][C:3]#[N:5].[CH3:4][C:3]#[N:5].[CH3:4][C:3]#[N:5].[Cu+:1], predict the reactants needed to synthesize it. The reactants are: [Cu:1]Cl.[C:3](#[N:5])[CH3:4].[F:6][B-:7]([F:10])([F:9])[F:8].[Na+]. (8) Given the product [CH2:17]([O:16][C:11](=[O:15])[C:12](=[N:9][NH:8][C:4]1[CH:5]=[CH:6][CH:7]=[C:2]([Cl:1])[C:3]=1[CH3:10])[CH3:14])[CH3:18], predict the reactants needed to synthesize it. The reactants are: [Cl:1][C:2]1[C:3]([CH3:10])=[C:4]([NH:8][NH2:9])[CH:5]=[CH:6][CH:7]=1.[C:11]([O:16][CH2:17][CH3:18])(=[O:15])[C:12]([CH3:14])=O. (9) Given the product [CH3:1][O:2][C:3](=[O:16])[C:4]1[CH:9]=[C:8]([C:19]2[N:18]([CH3:17])[CH:22]=[CH:21][CH:20]=2)[C:7]([C:11]([F:14])([F:13])[F:12])=[CH:6][C:5]=1[NH2:15], predict the reactants needed to synthesize it. The reactants are: [CH3:1][O:2][C:3](=[O:16])[C:4]1[CH:9]=[C:8](I)[C:7]([C:11]([F:14])([F:13])[F:12])=[CH:6][C:5]=1[NH2:15].[CH3:17][N:18]1[CH:22]=[CH:21][CH:20]=[C:19]1[Sn](CCCC)(CCCC)CCCC.